Dataset: Full USPTO retrosynthesis dataset with 1.9M reactions from patents (1976-2016). Task: Predict the reactants needed to synthesize the given product. (1) Given the product [CH2:1]=[C:9]([C:11]1[CH:16]=[CH:15][C:14]([C:17]([F:20])([F:19])[F:18])=[CH:13][CH:12]=1)[CH2:8][CH3:7], predict the reactants needed to synthesize it. The reactants are: [CH3:1]C(C)([O-])C.[K+].[CH3:7][CH2:8][C:9]([C:11]1[CH:16]=[CH:15][C:14]([C:17]([F:20])([F:19])[F:18])=[CH:13][CH:12]=1)=O. (2) Given the product [Br:1][C:2]1[CH:11]=[C:10]([Cl:13])[C:9]([OH:12])=[C:8]2[C:3]=1[CH:4]=[CH:5][CH:6]=[N:7]2, predict the reactants needed to synthesize it. The reactants are: [Br:1][C:2]1[CH:11]=[CH:10][C:9]([OH:12])=[C:8]2[C:3]=1[CH:4]=[CH:5][CH:6]=[N:7]2.[Cl:13]N1C(=O)CCC1=O. (3) Given the product [CH:12]1([CH:17]2[CH2:25][C:24]3[C:19](=[C:20]([CH3:28])[C:21]([CH3:27])=[C:22]([O:26][CH2:28][C:20]4[CH:21]=[C:22]([CH:23]=[CH:24][CH:19]=4)[O:26][C:3]4[CH:4]=[CH:5][C:6]([C:7]([OH:9])=[O:8])=[CH:10][CH:11]=4)[CH:23]=3)[C:18]2=[O:29])[CH2:13][CH2:14][CH2:15][CH2:16]1, predict the reactants needed to synthesize it. The reactants are: FC[C:3]1[CH:11]=[CH:10][C:6]([C:7]([O-:9])=[O:8])=[CH:5][CH:4]=1.[CH:12]1([CH:17]2[CH2:25][C:24]3[C:19](=[C:20]([CH3:28])[C:21]([CH3:27])=[C:22]([OH:26])[CH:23]=3)[C:18]2=[O:29])[CH2:16][CH2:15][CH2:14][CH2:13]1. (4) Given the product [ClH:13].[Cl:13][C:14]1[CH:33]=[CH:32][C:17]([NH:18][C:19]2[C:28]3[C:23](=[CH:24][C:25]([O:31][CH2:55][CH2:56][N:57]4[CH:61]=[CH:60][N:59]=[C:58]4[CH3:62])=[C:26]([O:29][CH3:30])[CH:27]=3)[N:22]=[CH:21][N:20]=2)=[C:16]([F:34])[CH:15]=1, predict the reactants needed to synthesize it. The reactants are: N(C(OCC)=O)=NC(OCC)=O.[Cl:13][C:14]1[CH:33]=[CH:32][C:17]([NH:18][C:19]2[C:28]3[C:23](=[CH:24][C:25]([OH:31])=[C:26]([O:29][CH3:30])[CH:27]=3)[N:22]=[CH:21][N:20]=2)=[C:16]([F:34])[CH:15]=1.C1(P(C2C=CC=CC=2)C2C=CC=CC=2)C=CC=CC=1.O[CH2:55][CH2:56][N:57]1[CH:61]=[CH:60][N:59]=[C:58]1[CH3:62]. (5) Given the product [Cl:1][C:2]([Cl:7])([Cl:6])[C:3](=[NH:5])[O:4][CH:17]1[O:19][C@H:20]([CH2:39][O:40][C:41](=[O:43])[CH3:42])[C@@H:21]([O:31][CH2:32][C:33]2[CH:34]=[CH:35][CH:36]=[CH:37][CH:38]=2)[C@H:22]([O:23][CH2:24][C:25]2[CH:30]=[CH:29][CH:28]=[CH:27][CH:26]=2)[C@H:16]1[O:15][CH2:8][C:9]1[CH:10]=[CH:11][CH:12]=[CH:13][CH:14]=1, predict the reactants needed to synthesize it. The reactants are: [Cl:1][C:2]([Cl:7])([Cl:6])[C:3](=[NH:5])[O-:4].[CH2:8]([O:15][C@@H:16]1[C@@H:22]([O:23][CH2:24][C:25]2[CH:30]=[CH:29][CH:28]=[CH:27][CH:26]=2)[C@H:21]([O:31][CH2:32][C:33]2[CH:38]=[CH:37][CH:36]=[CH:35][CH:34]=2)[C@@H:20]([CH2:39][O:40][C:41](=[O:43])[CH3:42])[O:19][CH:17]1O)[C:9]1[CH:14]=[CH:13][CH:12]=[CH:11][CH:10]=1. (6) Given the product [C:37]([C:32]1[CH:31]=[C:30]([C:27]2[CH:28]=[CH:29][C:24]([S:21]([NH:20][CH:19]3[C:13]4[CH:12]=[CH:11][CH:10]=[C:9]([O:8][CH2:7][C:6]([OH:41])=[O:5])[C:14]=4[CH2:15][CH2:16][CH2:17][CH2:18]3)(=[O:23])=[O:22])=[N:25][CH:26]=2)[CH:35]=[C:34]([CH3:36])[CH:33]=1)([CH3:40])([CH3:38])[CH3:39], predict the reactants needed to synthesize it. The reactants are: C([O:5][C:6](=[O:41])[CH2:7][O:8][C:9]1[C:14]2[CH2:15][CH2:16][CH2:17][CH2:18][CH:19]([NH:20][S:21]([C:24]3[CH:29]=[CH:28][C:27]([C:30]4[CH:35]=[C:34]([CH3:36])[CH:33]=[C:32]([C:37]([CH3:40])([CH3:39])[CH3:38])[CH:31]=4)=[CH:26][N:25]=3)(=[O:23])=[O:22])[C:13]=2[CH:12]=[CH:11][CH:10]=1)(C)(C)C.[OH-].[Na+]. (7) The reactants are: [Br:1][C:2]1[CH:3]=[C:4]([CH2:8][OH:9])[O:5][C:6]=1[Br:7].N12CCCN=C1CCCCC2.CN(C=O)C.[C:26]1([C:32](Cl)([C:39]2[CH:44]=[CH:43][CH:42]=[CH:41][CH:40]=2)[C:33]2[CH:38]=[CH:37][CH:36]=[CH:35][CH:34]=2)[CH:31]=[CH:30][CH:29]=[CH:28][CH:27]=1. Given the product [Br:7][C:6]1[O:5][C:4]([CH2:8][O:9][C:32]([C:26]2[CH:31]=[CH:30][CH:29]=[CH:28][CH:27]=2)([C:39]2[CH:40]=[CH:41][CH:42]=[CH:43][CH:44]=2)[C:33]2[CH:34]=[CH:35][CH:36]=[CH:37][CH:38]=2)=[CH:3][C:2]=1[Br:1], predict the reactants needed to synthesize it. (8) Given the product [CH3:11][NH:12][CH2:6][C:5]1[CH:8]=[CH:9][CH:10]=[CH:3][CH:4]=1, predict the reactants needed to synthesize it. The reactants are: CO[C:3]1[CH:4]=[C:5]([CH:8]=[CH:9][CH:10]=1)[CH:6]=O.[CH3:11][NH2:12].[BH4-].[Na+].